This data is from CYP2C19 inhibition data for predicting drug metabolism from PubChem BioAssay. The task is: Regression/Classification. Given a drug SMILES string, predict its absorption, distribution, metabolism, or excretion properties. Task type varies by dataset: regression for continuous measurements (e.g., permeability, clearance, half-life) or binary classification for categorical outcomes (e.g., BBB penetration, CYP inhibition). Dataset: cyp2c19_veith. (1) The drug is Cc1nn(-c2ccccc2)c(N2CCCCC2)c1/C=N/O. The result is 0 (non-inhibitor). (2) The compound is CC(C)C(NC(=O)C12CC3CC(CC(C3)C1)C2)C(=O)NC1=NCCS1. The result is 1 (inhibitor). (3) The molecule is CCOc1cc(NC(=O)C2CCCCC2)c(OCC)cc1NC(=O)c1ccco1. The result is 1 (inhibitor). (4) The drug is O=C1CCc2c(ccc3ccccc23)O1. The result is 1 (inhibitor).